From a dataset of Full USPTO retrosynthesis dataset with 1.9M reactions from patents (1976-2016). Predict the reactants needed to synthesize the given product. (1) Given the product [CH3:7][C:4]1[S:5][CH:6]=[C:2]([B:8]([OH:13])[OH:9])[CH:3]=1, predict the reactants needed to synthesize it. The reactants are: Br[C:2]1[CH:3]=[C:4]([CH3:7])[S:5][CH:6]=1.[B:8](OC(C)C)([O:13]C(C)C)[O:9]C(C)C.N#N.[Li]CCCC.CCCCCC.Cl. (2) Given the product [CH:21]1([C:19]([N:16]2[CH2:17][CH2:18][C@@H:14]([CH2:13][N:12]3[CH:11]=[N:10][N:9]=[C:8]3[C:5]3[CH:6]=[CH:7][C:2]([C:28]4[CH:29]=[CH:30][CH:31]=[C:32]5[C:27]=4[CH:26]=[CH:25][NH:24]5)=[CH:3][CH:4]=3)[CH2:15]2)=[O:20])[CH2:23][CH2:22]1, predict the reactants needed to synthesize it. The reactants are: Br[C:2]1[CH:7]=[CH:6][C:5]([C:8]2[N:12]([CH2:13][C@@H:14]3[CH2:18][CH2:17][N:16]([C:19]([CH:21]4[CH2:23][CH2:22]4)=[O:20])[CH2:15]3)[CH:11]=[N:10][N:9]=2)=[CH:4][CH:3]=1.[NH:24]1[C:32]2[CH:31]=[CH:30][CH:29]=[C:28](B(O)O)[C:27]=2[CH:26]=[CH:25]1.[O-]S([O-])(=O)=O.[Na+].[Na+]. (3) Given the product [F:16][C:17]1[CH:18]=[C:19]([N:23]2[C:31]3[C:26](=[CH:27][CH:28]=[CH:29][CH:30]=3)[CH:25]=[C:24]2[CH:32]([NH:34][C:9](=[O:10])[O:11][C:12]([CH3:13])([CH3:14])[CH3:15])[CH3:33])[CH:20]=[CH:21][CH:22]=1, predict the reactants needed to synthesize it. The reactants are: [C:12]([O:11][C:9](O[C:9]([O:11][C:12]([CH3:15])([CH3:14])[CH3:13])=[O:10])=[O:10])([CH3:15])([CH3:14])[CH3:13].[F:16][C:17]1[CH:18]=[C:19]([N:23]2[C:31]3[C:26](=[CH:27][CH:28]=[CH:29][CH:30]=3)[CH:25]=[C:24]2[CH:32]([NH2:34])[CH3:33])[CH:20]=[CH:21][CH:22]=1.C(N(CC)CC)C.